This data is from Reaction yield outcomes from USPTO patents with 853,638 reactions. The task is: Predict the reaction yield, written as a fraction of the theoretical maximum amount of product (1.0 means a 100% yield; for example, 0.34 means a 34% yield). (1) The reactants are [N+:1]([C:4]1[CH:9]=[CH:8][C:7]([CH:10]=[CH:11][C:12]2[CH:17]=[CH:16][N:15]=[CH:14][CH:13]=2)=[CH:6][CH:5]=1)([O-])=O.[H][H]. The catalyst is [Pd].CCOC(C)=O. The product is [N:15]1[CH:16]=[CH:17][C:12]([CH2:11][CH2:10][C:7]2[CH:6]=[CH:5][C:4]([NH2:1])=[CH:9][CH:8]=2)=[CH:13][CH:14]=1. The yield is 1.00. (2) The yield is 0.750. The product is [O:1]=[C:2]([C:9]1[CH:14]=[CH:13][CH:12]=[CH:11][CH:10]=1)[CH:3]([CH2:23][C:22]1[CH:21]=[CH:20][C:19]([C:18]([F:17])([F:27])[F:28])=[CH:26][CH:25]=1)[C:4]([O:6][CH2:7][CH3:8])=[O:5]. The reactants are [O:1]=[C:2]([C:9]1[CH:14]=[CH:13][CH:12]=[CH:11][CH:10]=1)[CH2:3][C:4]([O:6][CH2:7][CH3:8])=[O:5].[H-].[Na+].[F:17][C:18]([F:28])([F:27])[C:19]1[CH:26]=[CH:25][C:22]([CH2:23]Br)=[CH:21][CH:20]=1.O. The catalyst is COCCOC. (3) The reactants are [CH3:1][N:2]1[C:6]2[CH:7]=[C:8]([O:11][C:12]3[CH:17]=[CH:16][CH:15]=[C:14]([C:18]([F:21])([F:20])[F:19])[CH:13]=3)[CH:9]=[CH:10][C:5]=2[N:4]=[C:3]1[CH2:22][OH:23].O[C:25]1[CH:26]=[C:27]([CH:32]=[CH:33][CH:34]=1)[C:28]([O:30][CH3:31])=[O:29].C(P(CCCC)CCCC)CCC.N(C(N1CCCCC1)=O)=NC(N1CCCCC1)=O. The catalyst is ClCCl. The product is [CH3:1][N:2]1[C:6]2[CH:7]=[C:8]([O:11][C:12]3[CH:17]=[CH:16][CH:15]=[C:14]([C:18]([F:19])([F:21])[F:20])[CH:13]=3)[CH:9]=[CH:10][C:5]=2[N:4]=[C:3]1[CH2:22][O:23][C:25]1[CH:26]=[C:27]([CH:32]=[CH:33][CH:34]=1)[C:28]([O:30][CH3:31])=[O:29]. The yield is 0.810. (4) The reactants are [C:9](O[C:9]([O:11][C:12]([CH3:15])([CH3:14])[CH3:13])=[O:10])([O:11][C:12]([CH3:15])([CH3:14])[CH3:13])=[O:10].CCN(CC)CC.[CH:23]1([C:29]2[C:30]3[CH:31]=[CH:32][C:33]([C:53]([O:55][CH3:56])=[O:54])=[CH:34][C:35]=3[N:36]3[CH2:42][CH:41]([CH2:43][CH2:44][NH:45][CH3:46])[CH2:40][C:39]4[CH:47]=[C:48]([O:51][CH3:52])[CH:49]=[CH:50][C:38]=4[C:37]=23)[CH2:28][CH2:27][CH2:26][CH2:25][CH2:24]1. The catalyst is C(Cl)Cl. The product is [C:12]([O:11][C:9]([N:45]([CH3:46])[CH2:44][CH2:43][CH:41]1[CH2:40][C:39]2[CH:47]=[C:48]([O:51][CH3:52])[CH:49]=[CH:50][C:38]=2[C:37]2=[C:29]([CH:23]3[CH2:24][CH2:25][CH2:26][CH2:27][CH2:28]3)[C:30]3[CH:31]=[CH:32][C:33]([C:53]([O:55][CH3:56])=[O:54])=[CH:34][C:35]=3[N:36]2[CH2:42]1)=[O:10])([CH3:13])([CH3:14])[CH3:15]. The yield is 0.450. (5) The reactants are [N:1]1[C:6]2[NH:7][CH:8]=[CH:9][C:5]=2[C:4]([C:10]2[CH:11]=[N:12][N:13]([C:15]3([CH2:24][C:25]#[N:26])[CH2:18][N:17]([S:19]([CH2:22][CH3:23])(=[O:21])=[O:20])[CH2:16]3)[CH:14]=2)=[N:3][CH:2]=1.[P:27](=[O:31])([OH:30])([OH:29])[OH:28]. The catalyst is C(#N)C.C(O)C. The product is [P:27]([OH:31])([OH:30])([OH:29])=[O:28].[N:1]1[C:6]2[NH:7][CH:8]=[CH:9][C:5]=2[C:4]([C:10]2[CH:11]=[N:12][N:13]([C:15]3([CH2:24][C:25]#[N:26])[CH2:16][N:17]([S:19]([CH2:22][CH3:23])(=[O:20])=[O:21])[CH2:18]3)[CH:14]=2)=[N:3][CH:2]=1. The yield is 0.898. (6) The reactants are CN.[NH2:3][C:4]1[C:5]([C:9]2[N:10]([CH2:36][CH3:37])[C:11]3[CH:16]=[C:15]([CH2:17][N:18]4C(=O)C5C(=CC=CC=5)C4=O)[N:14]=[C:13]([C:29]#[C:30][C:31]([OH:34])([CH3:33])[CH3:32])[C:12]=3[N:35]=2)=[N:6][O:7][N:8]=1. The catalyst is CO. The product is [NH2:18][CH2:17][C:15]1[N:14]=[C:13]([C:29]#[C:30][C:31]([CH3:33])([OH:34])[CH3:32])[C:12]2[N:35]=[C:9]([C:5]3[C:4]([NH2:3])=[N:8][O:7][N:6]=3)[N:10]([CH2:36][CH3:37])[C:11]=2[CH:16]=1. The yield is 0.700. (7) The reactants are [CH3:1][N:2]([CH2:4][C:5]1[CH:23]=[CH:22][C:8](/[CH:9]=[N:10]/[C:11]2[CH:19]=[C:18]([F:20])[CH:17]=[C:16]3[C:12]=2[CH2:13][O:14][C:15]3=[O:21])=[CH:7][CH:6]=1)[CH3:3].[CH3:24][N:25]1[C:29]([CH:30]=O)=[N:28][CH:27]=[N:26]1.[CH3:32][CH2:33][O-:34].[Na+]. The catalyst is C(OCC)(=O)CC. The product is [CH3:1][N:2]([CH2:4][C:5]1[CH:23]=[CH:22][C:8]([CH:9]2[CH:30]([C:29]3[N:25]([CH3:24])[N:26]=[CH:27][N:28]=3)[C:33](=[O:34])[C:32]3[C:16]([C:15]([O:14][CH2:13][CH3:12])=[O:21])=[CH:17][C:18]([F:20])=[CH:19][C:11]=3[NH:10]2)=[CH:7][CH:6]=1)[CH3:3]. The yield is 0.0470.